Dataset: Forward reaction prediction with 1.9M reactions from USPTO patents (1976-2016). Task: Predict the product of the given reaction. (1) Given the reactants [F:8][C:7]([F:10])([F:9])[C:6](O[C:6](=[O:11])[C:7]([F:10])([F:9])[F:8])=[O:11].[C:14]([C:16]1[CH:28]=[CH:27][C:19]([CH2:20][CH:21]2[CH2:26][CH2:25][NH:24][CH2:23][CH2:22]2)=[CH:18][CH:17]=1)#[N:15], predict the reaction product. The product is: [F:10][C:7]([F:8])([F:9])[C:6]([N:24]1[CH2:23][CH2:22][CH:21]([CH2:20][C:19]2[CH:18]=[CH:17][C:16]([C:14]#[N:15])=[CH:28][CH:27]=2)[CH2:26][CH2:25]1)=[O:11]. (2) Given the reactants Cl.Cl.[OH:3][C@@H:4]1[CH2:11][N:10]([CH2:12][CH2:13][C@H:14]([N:18]2[C:24](=[O:25])[CH2:23][CH2:22][NH:21][C@H:20]([CH3:26])[CH2:19]2)[CH2:15][O:16][CH3:17])[CH2:9][CH2:8][C:5]21[CH2:7][CH2:6]2.[Cl:27][C:28]1[CH:29]=[C:30]([N:34]=[C:35]=[O:36])[CH:31]=[CH:32][CH:33]=1, predict the reaction product. The product is: [Cl:27][C:28]1[CH:29]=[C:30]([NH:34][C:35]([N:21]2[CH2:22][CH2:23][C:24](=[O:25])[N:18]([C@H:14]([CH2:15][O:16][CH3:17])[CH2:13][CH2:12][N:10]3[CH2:9][CH2:8][C:5]4([CH2:7][CH2:6]4)[C@H:4]([OH:3])[CH2:11]3)[CH2:19][C@H:20]2[CH3:26])=[O:36])[CH:31]=[CH:32][CH:33]=1. (3) Given the reactants C([NH:8][C@H:9]1[CH2:14][CH2:13][N:12]([C:15]([O:17][C:18]([CH3:21])([CH3:20])[CH3:19])=[O:16])[CH2:11][C@H:10]1[F:22])C1C=CC=CC=1.Cl, predict the reaction product. The product is: [NH2:8][C@@H:9]1[CH2:14][CH2:13][N:12]([C:15]([O:17][C:18]([CH3:20])([CH3:19])[CH3:21])=[O:16])[CH2:11][C@@H:10]1[F:22]. (4) Given the reactants [C:1]([O:5][C:6]([NH:8][C@@H:9]([CH2:13][C:14]1[CH:19]=[CH:18][CH:17]=[CH:16][CH:15]=1)[C:10]([OH:12])=[O:11])=[O:7])([CH3:4])([CH3:3])[CH3:2].C1CCC(N=C=NC2CCCCC2)CC1.C1C=CC2N(O)N=NC=2C=1.[N:45]12[CH2:52][CH2:51][CH:48]([CH2:49][CH2:50]1)[C@@H:47](O)[CH2:46]2, predict the reaction product. The product is: [C:1]([O:5][C:6]([NH:8][C@@H:9]([CH2:13][C:14]1[CH:15]=[CH:16][CH:17]=[CH:18][CH:19]=1)[C:10]([O:12][C@@H:47]1[CH:48]2[CH2:51][CH2:52][N:45]([CH2:50][CH2:49]2)[CH2:46]1)=[O:11])=[O:7])([CH3:4])([CH3:2])[CH3:3]. (5) Given the reactants [C:1]([C:4]1[N:5]=[C:6]2[N:11]=[C:10]([CH3:12])[C:9]([C:13]([O:15][C:16]([CH3:19])([CH3:18])[CH3:17])=[O:14])=[C:8]([C:20]3[CH:25]=[CH:24][C:23]([Cl:26])=[CH:22][C:21]=3[Cl:27])[N:7]2[CH:28]=1)(=O)[NH2:2].C(OC(C(F)(F)F)=O)(C(F)(F)F)=O.CCN(CC)CC, predict the reaction product. The product is: [C:1]([C:4]1[N:5]=[C:6]2[N:11]=[C:10]([CH3:12])[C:9]([C:13]([O:15][C:16]([CH3:19])([CH3:18])[CH3:17])=[O:14])=[C:8]([C:20]3[CH:25]=[CH:24][C:23]([Cl:26])=[CH:22][C:21]=3[Cl:27])[N:7]2[CH:28]=1)#[N:2]. (6) The product is: [Cl:1][C:2]1[CH:3]=[C:4]([C@@:8]([C@@H:11]2[CH2:16][CH2:15][CH2:14][N:13]([C:17]([O:19][C:20]([CH3:23])([CH3:22])[CH3:21])=[O:18])[CH2:12]2)([O:10][CH2:27][C:28]([O:30][CH2:31][CH3:32])=[O:29])[CH3:9])[CH:5]=[CH:6][CH:7]=1. Given the reactants [Cl:1][C:2]1[CH:3]=[C:4]([C@@:8]([C@@H:11]2[CH2:16][CH2:15][CH2:14][N:13]([C:17]([O:19][C:20]([CH3:23])([CH3:22])[CH3:21])=[O:18])[CH2:12]2)([OH:10])[CH3:9])[CH:5]=[CH:6][CH:7]=1.[H-].[Na+].I[CH2:27][C:28]([O:30][CH2:31][CH3:32])=[O:29], predict the reaction product. (7) Given the reactants C([O:5][C:6](=[O:34])[C:7]([CH3:33])([CH3:32])[CH2:8][NH:9][C:10]([C:12]1[N:13]=[C:14]([C:30]#[N:31])[C:15]2[C:20]([C:21]=1[OH:22])=[CH:19][CH:18]=[C:17]([CH2:23][C:24]1[CH:29]=[CH:28][CH:27]=[CH:26][CH:25]=1)[CH:16]=2)=[O:11])(C)(C)C, predict the reaction product. The product is: [CH2:23]([C:17]1[CH:16]=[C:15]2[C:20]([C:21]([OH:22])=[C:12]([C:10]([NH:9][CH2:8][C:7]([CH3:32])([CH3:33])[C:6]([OH:34])=[O:5])=[O:11])[N:13]=[C:14]2[C:30]#[N:31])=[CH:19][CH:18]=1)[C:24]1[CH:25]=[CH:26][CH:27]=[CH:28][CH:29]=1.